The task is: Predict the product of the given reaction.. This data is from Forward reaction prediction with 1.9M reactions from USPTO patents (1976-2016). (1) Given the reactants [CH3:1][N+:2]([CH2:5][CH2:6][O:7][P:8]([O:11][P:12]([O:15][CH2:16][CH:17]1[O:21][CH:20]([N:22]2[C:27](=[O:28])[N:26]=[C:25]([NH2:29])[CH:24]=[CH:23]2)[C@H:19]([OH:30])[C@@H:18]1[OH:31])([O-:14])=[O:13])([O-:10])=[O:9])([CH3:4])[CH3:3].[Na+:32].CN(N=O)C(N[C@H]1C(O)O[C@H](CO)[C@@H](O)[C@@H]1O)=O, predict the reaction product. The product is: [CH3:4][N+:2]([CH2:5][CH2:6][O:7][P:8]([O:11][P:12]([O:15][CH2:16][C@H:17]1[O:21][C@@H:20]([N:22]2[C:27](=[O:28])[N:26]=[C:25]([NH2:29])[CH:24]=[CH:23]2)[C@H:19]([OH:30])[C@@H:18]1[OH:31])([O-:14])=[O:13])([O-:10])=[O:9])([CH3:1])[CH3:3].[Na+:32]. (2) The product is: [Cl:22][C:23]1[CH:24]=[CH:25][C:26]([S:29]([N:32]=[C:4]2[C:5]3[C:10](=[CH:9][CH:8]=[CH:7][CH:6]=3)[C:11](=[O:12])[C:2]([Cl:1])=[CH:3]2)(=[O:30])=[O:31])=[CH:27][CH:28]=1. Given the reactants [Cl:1][C:2]1[C:11](=[O:12])[C:10]2[C:5](=[CH:6][CH:7]=[CH:8][CH:9]=2)/[C:4](=N/S(C2SC=CC=2)(=O)=O)/[CH:3]=1.[Cl:22][C:23]1[CH:28]=[CH:27][C:26]([S:29]([NH2:32])(=[O:31])=[O:30])=[CH:25][CH:24]=1, predict the reaction product. (3) The product is: [CH3:37][O:36][C:33]1[CH:32]=[CH:31][C:30]([CH:21]([C:22]2[CH:27]=[CH:26][C:25]([O:28][CH3:29])=[CH:24][CH:23]=2)[N:20]2[C:19]3[CH:18]=[CH:17][CH:16]=[C:3]([O:4][C:5]4[CH:14]=[C:13]([F:15])[CH:12]=[CH:11][C:6]=4[C:7]([O:9][CH3:10])=[O:8])[C:2]=3[NH:1][C:47]2=[O:48])=[CH:35][CH:34]=1. Given the reactants [NH2:1][C:2]1[C:19]([NH:20][CH:21]([C:30]2[CH:35]=[CH:34][C:33]([O:36][CH3:37])=[CH:32][CH:31]=2)[C:22]2[CH:27]=[CH:26][C:25]([O:28][CH3:29])=[CH:24][CH:23]=2)=[CH:18][CH:17]=[CH:16][C:3]=1[O:4][C:5]1[CH:14]=[C:13]([F:15])[CH:12]=[CH:11][C:6]=1[C:7]([O:9][CH3:10])=[O:8].C(N(C(C)C)C(C)C)C.[C:47](Cl)(Cl)=[O:48], predict the reaction product. (4) Given the reactants O1CCCC1.COP([CH2:12][C:13]([O:15][C:16]([CH3:19])([CH3:18])[CH3:17])=[O:14])(OC)=O.[H-].[Na+].[CH:22]([C:25]1[CH2:26][C@@H:27]2[C@H:30]([CH:31]=1)[C:29](=O)[CH2:28]2)([CH3:24])[CH3:23], predict the reaction product. The product is: [CH:22]([C:25]1[CH2:31][C@@H:30]2[C@H:27]([CH:26]=1)[C:28](=[CH:12][C:13]([O:15][C:16]([CH3:19])([CH3:18])[CH3:17])=[O:14])[CH2:29]2)([CH3:24])[CH3:23]. (5) Given the reactants [C:1]([O:5][C:6]([N:8]1[CH2:13][CH2:12][CH:11]([NH:14][C:15](=[O:20])[CH2:16][C:17]([OH:19])=O)[CH2:10][CH2:9]1)=[O:7])([CH3:4])([CH3:3])[CH3:2].C1C=CC2N(O)N=NC=2C=1.[F:31][C:32]1[CH:33]=[C:34]([NH2:54])[CH:35]=[CH:36][C:37]=1[O:38][C:39]1[CH:44]=[CH:43][N:42]=[C:41]2[CH:45]=[C:46]([C:48]3[N:49]([CH3:53])[CH:50]=[CH:51][N:52]=3)[S:47][C:40]=12.C(Cl)CCl, predict the reaction product. The product is: [F:31][C:32]1[CH:33]=[C:34]([NH:54][C:17](=[O:19])[CH2:16][C:15]([NH:14][CH:11]2[CH2:10][CH2:9][N:8]([C:6]([O:5][C:1]([CH3:2])([CH3:3])[CH3:4])=[O:7])[CH2:13][CH2:12]2)=[O:20])[CH:35]=[CH:36][C:37]=1[O:38][C:39]1[CH:44]=[CH:43][N:42]=[C:41]2[CH:45]=[C:46]([C:48]3[N:49]([CH3:53])[CH:50]=[CH:51][N:52]=3)[S:47][C:40]=12. (6) The product is: [CH3:19][O:20][C:21](=[O:28])[C@@H:22]([NH:23][C:15]([C:7]1[CH:6]=[CH:5][C:4]([CH:1]2[CH2:2][CH2:3]2)=[C:9]([O:10][CH2:11][CH:12]2[CH2:13][CH2:14]2)[N:8]=1)=[O:17])[CH2:24][CH:25]([CH3:27])[CH3:26]. Given the reactants [CH:1]1([C:4]2[CH:5]=[CH:6][C:7]([C:15]([OH:17])=O)=[N:8][C:9]=2[O:10][CH2:11][CH:12]2[CH2:14][CH2:13]2)[CH2:3][CH2:2]1.Cl.[CH3:19][O:20][C:21](=[O:28])[C@H:22]([CH2:24][CH:25]([CH3:27])[CH3:26])[NH2:23], predict the reaction product. (7) Given the reactants Br[Si](C)(C)C.C([O:8][P:9]([C:14]1[C:15](=[O:32])[NH:16][C:17]2[C:22]([CH:23]=1)=[CH:21][C:20]([S:24]([NH:27][CH2:28][CH2:29][CH3:30])(=[O:26])=[O:25])=[C:19]([Cl:31])[CH:18]=2)(=[O:13])[O:10]CC)C, predict the reaction product. The product is: [Cl:31][C:19]1[CH:18]=[C:17]2[C:22]([CH:23]=[C:14]([P:9](=[O:8])([OH:13])[OH:10])[C:15](=[O:32])[NH:16]2)=[CH:21][C:20]=1[S:24]([NH:27][CH2:28][CH2:29][CH3:30])(=[O:25])=[O:26]. (8) Given the reactants C([O:5][C:6](=[O:20])[C:7]([S:10][C:11]1[S:12][CH:13]=[C:14]([CH2:16][CH2:17][CH2:18][NH2:19])[N:15]=1)([CH3:9])[CH3:8])(C)(C)C.Cl[C:22]1[N:29]=[CH:28][CH:27]=[CH:26][C:23]=1[C:24]#[N:25].[F:30][C:31]([F:36])([F:35])[C:32]([OH:34])=[O:33], predict the reaction product. The product is: [F:30][C:31]([F:36])([F:35])[C:32]([OH:34])=[O:33].[C:24]([C:23]1[C:22]([N:19]([CH2:13][CH2:14][CH2:16][CH2:17][CH2:18][CH2:31][CH3:32])[CH2:18][CH2:17][CH2:16][C:14]2[N:15]=[C:11]([S:10][C:7]([CH3:8])([CH3:9])[C:6]([OH:5])=[O:20])[S:12][CH:13]=2)=[N:29][CH:28]=[CH:27][CH:26]=1)#[N:25].